From a dataset of TCR-epitope binding with 47,182 pairs between 192 epitopes and 23,139 TCRs. Binary Classification. Given a T-cell receptor sequence (or CDR3 region) and an epitope sequence, predict whether binding occurs between them. (1) The epitope is VLWAHGFEL. The TCR CDR3 sequence is CASSLAEDGHRFF. Result: 1 (the TCR binds to the epitope). (2) The epitope is GTSGSPIINR. The TCR CDR3 sequence is CASSLGPSGLSSYNEQFF. Result: 1 (the TCR binds to the epitope). (3) The epitope is KPLEFGATSAAL. The TCR CDR3 sequence is CASSGSPGQGAEYF. Result: 0 (the TCR does not bind to the epitope).